Dataset: Catalyst prediction with 721,799 reactions and 888 catalyst types from USPTO. Task: Predict which catalyst facilitates the given reaction. (1) Reactant: [C:1]([C:5]1[CH:6]=[C:7]([N:23]([CH2:28][CH2:29][OH:30])[S:24]([CH3:27])(=[O:26])=[O:25])[C:8]([O:21][CH3:22])=[C:9]([NH:11][C:12](=[O:20])OC2C=CC=CC=2)[CH:10]=1)([CH3:4])([CH3:3])[CH3:2].[NH2:31][C:32]1[C:41]2[C:36](=[CH:37][CH:38]=[CH:39][CH:40]=2)[C:35]([O:42][C:43]2[CH:48]=[CH:47][N:46]=[C:45]([NH:49][C:50]3[CH:67]=[CH:66][C:53]([C:54]([NH:56][CH2:57][CH2:58][N:59]4[CH2:64][CH2:63][S:62](=[O:65])[CH2:61][CH2:60]4)=[O:55])=[C:52]([O:68][CH3:69])[CH:51]=3)[CH:44]=2)=[CH:34][CH:33]=1.C(N(CC)CC)C. Product: [C:1]([C:5]1[CH:6]=[C:7]([N:23]([CH2:28][CH2:29][OH:30])[S:24]([CH3:27])(=[O:25])=[O:26])[C:8]([O:21][CH3:22])=[C:9]([NH:11][C:12](=[O:20])[NH:31][C:32]2[C:41]3[C:36](=[CH:37][CH:38]=[CH:39][CH:40]=3)[C:35]([O:42][C:43]3[CH:48]=[CH:47][N:46]=[C:45]([NH:49][C:50]4[CH:67]=[CH:66][C:53]([C:54]([NH:56][CH2:57][CH2:58][N:59]5[CH2:64][CH2:63][S:62](=[O:65])[CH2:61][CH2:60]5)=[O:55])=[C:52]([O:68][CH3:69])[CH:51]=4)[CH:44]=3)=[CH:34][CH:33]=2)[CH:10]=1)([CH3:3])([CH3:4])[CH3:2]. The catalyst class is: 1. (2) Reactant: O.[NH2:2][NH2:3].[C:4]([O:8][C:9]([C@@H:11]([CH3:31])[C:12]([NH:14][CH2:15][C:16]1[CH:17]=[C:18]([C:22]2[O:26][CH:25]=[N:24][C:23]=2[C:27]([O:29]C)=O)[CH:19]=[CH:20][CH:21]=1)=[O:13])=[O:10])([CH3:7])([CH3:6])[CH3:5]. Product: [C:4]([O:8][C:9]([C@@H:11]([CH3:31])[C:12]([NH:14][CH2:15][C:16]1[CH:17]=[C:18]([C:22]2[O:26][CH:25]=[N:24][C:23]=2[C:27]([NH:2][NH2:3])=[O:29])[CH:19]=[CH:20][CH:21]=1)=[O:13])=[O:10])([CH3:6])([CH3:5])[CH3:7]. The catalyst class is: 8. (3) Reactant: [Br:1][C:2]1[C:3]([C:9]([OH:11])=[O:10])=[N:4][C:5]([Cl:8])=[CH:6][CH:7]=1.[CH3:12]O. Product: [Br:1][C:2]1[C:3]([C:9]([O:11][CH3:12])=[O:10])=[N:4][C:5]([Cl:8])=[CH:6][CH:7]=1. The catalyst class is: 561. (4) Reactant: [NH2:1][C:2]1[C:3]2[N:4]([C:8]([C@H:12]3[CH2:32][N:16]4[C:17](=[O:31])[CH2:18][N:19](C(OCC5C=CC=CC=5)=O)[CH2:20][C@H:15]4[CH2:14][CH2:13]3)=[N:9][C:10]=2[Br:11])[CH:5]=[CH:6][N:7]=1.C(OC(C)C)(C)C. Product: [NH2:1][C:2]1[C:3]2[N:4]([C:8]([C@H:12]3[CH2:32][N:16]4[C:17](=[O:31])[CH2:18][NH:19][CH2:20][C@H:15]4[CH2:14][CH2:13]3)=[N:9][C:10]=2[Br:11])[CH:5]=[CH:6][N:7]=1. The catalyst class is: 844. (5) The catalyst class is: 16. Product: [I:15][C:7]1[C:6]2[C:10](=[CH:11][CH:12]=[C:4]([CH:1]([CH3:3])[CH3:2])[CH:5]=2)[NH:9][N:8]=1. Reactant: [CH:1]([C:4]1[CH:5]=[C:6]2[C:10](=[CH:11][CH:12]=1)[NH:9][N:8]=[CH:7]2)([CH3:3])[CH3:2].[OH-].[K+].[I:15]I.[O-]S([O-])=O.[Na+].[Na+].